From a dataset of Catalyst prediction with 721,799 reactions and 888 catalyst types from USPTO. Predict which catalyst facilitates the given reaction. (1) Reactant: [CH2:1]=[C:2]([C:4]1[N:5]=[CH:6][C:7]([O:10][C@H:11]2[CH2:19][N:14]3[CH2:15][CH2:16][NH:17][CH2:18][C@@H:13]3[CH2:12]2)=[N:8][CH:9]=1)[CH3:3].[F:20][C:21]([F:33])([F:32])[C:22]1[CH:23]=[C:24]([CH2:28][C:29](O)=[O:30])[CH:25]=[CH:26][CH:27]=1.O.N1(O)C2C=CC=CC=2N=N1.C(N=C=NCCCN(C)C)C. Product: [CH2:1]=[C:2]([C:4]1[N:5]=[CH:6][C:7]([O:10][C@H:11]2[CH2:19][N:14]3[CH2:15][CH2:16][N:17]([C:29](=[O:30])[CH2:28][C:24]4[CH:25]=[CH:26][CH:27]=[C:22]([C:21]([F:32])([F:20])[F:33])[CH:23]=4)[CH2:18][C@@H:13]3[CH2:12]2)=[N:8][CH:9]=1)[CH3:3]. The catalyst class is: 4. (2) Reactant: [H-].[H-].[H-].[H-].[Li+].[Al+3].[F:7][C:8]1[CH:16]=[CH:15][CH:14]=[C:10]([C:11](O)=[O:12])[C:9]=1[C:17](O)=[O:18].[OH-].[Na+].O. Product: [F:7][C:8]1[CH:16]=[CH:15][CH:14]=[C:10]([CH2:11][OH:12])[C:9]=1[CH2:17][OH:18]. The catalyst class is: 1. (3) Reactant: [Cl:1][C:2]1[CH:3]=[CH:4][C:5]2[C:12]3=[C:13]([CH:24]4[CH2:29][CH2:28][CH2:27][CH2:26][CH2:25]4)[C:14]4[CH:15]=[CH:16][C:17]([C:20]([O:22][CH3:23])=[O:21])=[CH:18][C:19]=4[N:11]3[CH2:10][C:9](=O)[N:8]([CH2:31][CH2:32][N:33]([CH3:35])[CH3:34])[CH2:7][C:6]=2[CH:36]=1.B.C1COCC1.Cl. Product: [Cl:1][C:2]1[CH:3]=[CH:4][C:5]2[C:12]3=[C:13]([CH:24]4[CH2:29][CH2:28][CH2:27][CH2:26][CH2:25]4)[C:14]4[CH:15]=[CH:16][C:17]([C:20]([O:22][CH3:23])=[O:21])=[CH:18][C:19]=4[N:11]3[CH2:10][CH2:9][N:8]([CH2:31][CH2:32][N:33]([CH3:35])[CH3:34])[CH2:7][C:6]=2[CH:36]=1. The catalyst class is: 36. (4) Reactant: [O:1]1[C:10]2[C:5](=[CH:6][CH:7]=[CH:8][CH:9]=2)[CH:4]=[C:3]([C:11]([OH:13])=O)[CH2:2]1.Cl.[NH2:15][C@@H:16]([C:18]1[C:23]([F:24])=[CH:22][C:21]([NH:25][S:26]([CH3:29])(=[O:28])=[O:27])=[C:20]([CH3:30])[CH:19]=1)[CH3:17].F[P-](F)(F)(F)(F)F.C[N+](C)=C(N(C)C)ON1C2N=CC=CC=2N=N1.C(N(CC)C(C)C)(C)C. Product: [F:24][C:23]1[CH:22]=[C:21]([NH:25][S:26]([CH3:29])(=[O:28])=[O:27])[C:20]([CH3:30])=[CH:19][C:18]=1[C@H:16]([NH:15][C:11]([C:3]1[CH2:2][O:1][C:10]2[C:5]([CH:4]=1)=[CH:6][CH:7]=[CH:8][CH:9]=2)=[O:13])[CH3:17]. The catalyst class is: 348. (5) Reactant: N#N.[CH2:3]([O:5][C:6]([C:8]1[S:9][CH:10]=[C:11]([CH2:13][N:14]2[CH:18]=[C:17]([NH2:19])[CH:16]=[N:15]2)[N:12]=1)=[O:7])[CH3:4].CCN(C(C)C)C(C)C.[CH:29]1[CH:34]=[C:33]([CH2:35][O:36][C:37](Cl)=[O:38])[C:32]([Cl:40])=[CH:31][CH:30]=1. Product: [CH2:3]([O:5][C:6]([C:8]1[S:9][CH:10]=[C:11]([CH2:13][N:14]2[CH:18]=[C:17]([NH:19][C:37]([O:36][CH2:35][C:33]3[CH:34]=[CH:29][CH:30]=[CH:31][C:32]=3[Cl:40])=[O:38])[CH:16]=[N:15]2)[N:12]=1)=[O:7])[CH3:4]. The catalyst class is: 2. (6) Reactant: [C:1]1([C:7]2[N:8]=[C:9]([CH:31]=[O:32])[N:10](C(C3C=CC=CC=3)(C3C=CC=CC=3)C3C=CC=CC=3)[CH:11]=2)[CH:6]=[CH:5][CH:4]=[CH:3][CH:2]=1.FC(F)(F)C(O)=O. Product: [C:1]1([C:7]2[N:8]=[C:9]([CH:31]=[O:32])[NH:10][CH:11]=2)[CH:2]=[CH:3][CH:4]=[CH:5][CH:6]=1. The catalyst class is: 2.